This data is from Catalyst prediction with 721,799 reactions and 888 catalyst types from USPTO. The task is: Predict which catalyst facilitates the given reaction. Reactant: C([O:8][C:9]1[CH:19]=[C:18]([N+:20]([O-:22])=[O:21])[CH:17]=[CH:16][C:10]=1[O:11][CH2:12][C@H:13]1[CH2:15][O:14]1)C1C=CC=CC=1.C([O-])=O.[Na+].C(O)=O.[OH-].[Na+]. Product: [N+:20]([C:18]1[CH:17]=[CH:16][C:10]2[O:11][CH2:12][C@H:13]([CH2:15][OH:14])[O:8][C:9]=2[CH:19]=1)([O-:22])=[O:21]. The catalyst class is: 63.